Dataset: Catalyst prediction with 721,799 reactions and 888 catalyst types from USPTO. Task: Predict which catalyst facilitates the given reaction. (1) Reactant: [F:1][C:2]1[C:24]([S:25][CH:26]2[CH2:31][CH2:30][N:29]([C:32]([CH3:36])([CH3:35])[CH2:33][OH:34])[CH2:28][CH2:27]2)=[CH:23][C:5]2[C:6]3[N:10]([CH2:11][CH2:12][O:13][C:4]=2[CH:3]=1)[CH:9]=[C:8]([C:14]1[N:15]([CH:20]([CH3:22])[CH3:21])[N:16]=[C:17]([CH3:19])[N:18]=1)[N:7]=3.C(O)(C(F)(F)F)=[O:38].C1C=C(Cl)C=C(C(OO)=O)C=1. Product: [F:1][C:2]1[C:24]([S:25]([CH:26]2[CH2:31][CH2:30][N:29]([C:32]([CH3:36])([CH3:35])[CH2:33][OH:34])[CH2:28][CH2:27]2)=[O:38])=[CH:23][C:5]2[C:6]3[N:10]([CH:9]=[C:8]([C:14]4[N:15]([CH:20]([CH3:22])[CH3:21])[N:16]=[C:17]([CH3:19])[N:18]=4)[N:7]=3)[CH2:11][CH2:12][O:13][C:4]=2[CH:3]=1. The catalyst class is: 2. (2) Reactant: [Br:1]N1C(=O)CCC1=O.[CH3:9][C:10]1[NH:11][CH:12]=[C:13]([CH:15]=[O:16])[N:14]=1. Product: [Br:1][C:12]1[N:11]=[C:10]([CH3:9])[NH:14][C:13]=1[CH:15]=[O:16]. The catalyst class is: 23.